Predict the reaction yield, written as a fraction of the theoretical maximum amount of product (1.0 means a 100% yield; for example, 0.34 means a 34% yield). From a dataset of Reaction yield outcomes from USPTO patents with 853,638 reactions. The reactants are [Br:1][C:2]1[CH:7]=[CH:6][C:5]([N:8]=[C:9]=[O:10])=[CH:4][C:3]=1[C:11]([F:14])([F:13])[F:12].[CH3:15][NH:16][C:17]([C:19]1[CH:24]=[C:23]([O:25][C:26]2[CH:32]=[CH:31][C:29]([NH2:30])=[CH:28][CH:27]=2)[CH:22]=[CH:21][N:20]=1)=[O:18]. The catalyst is C(Cl)Cl. The product is [Br:1][C:2]1[CH:7]=[CH:6][C:5]([NH:8][C:9]([NH:30][C:29]2[CH:28]=[CH:27][C:26]([O:25][C:23]3[CH:22]=[CH:21][N:20]=[C:19]([C:17](=[O:18])[NH:16][CH3:15])[CH:24]=3)=[CH:32][CH:31]=2)=[O:10])=[CH:4][C:3]=1[C:11]([F:12])([F:13])[F:14]. The yield is 0.900.